Dataset: Catalyst prediction with 721,799 reactions and 888 catalyst types from USPTO. Task: Predict which catalyst facilitates the given reaction. (1) Reactant: [CH:1]1([C:5]2[C:10]([F:11])=[C:9]([NH:12]C(C3C=CC=CC=3)(C3C=CC=CC=3)C3C=CC=CC=3)[CH:8]=[C:7]([CH:32](OCC)[O:33]CC)[N:6]=2)[CH2:4][CH2:3][CH2:2]1.OS(O)(=O)=O.CC#N. Product: [NH2:12][C:9]1[C:10]([F:11])=[C:5]([CH:1]2[CH2:4][CH2:3][CH2:2]2)[N:6]=[C:7]([CH:32]=[O:33])[CH:8]=1. The catalyst class is: 6. (2) Reactant: [CH3:1][O:2][C:3]1[CH:8]=[CH:7][C:6]([NH2:9])=[CH:5][CH:4]=1.[H-].[Na+].F[C:13]1[CH:18]=[CH:17][CH:16]=[CH:15][C:14]=1[N+:19]([O-:21])=[O:20]. Product: [CH3:1][O:2][C:3]1[CH:8]=[CH:7][C:6]([NH:9][C:13]2[CH:18]=[CH:17][CH:16]=[CH:15][C:14]=2[N+:19]([O-:21])=[O:20])=[CH:5][CH:4]=1. The catalyst class is: 3. (3) Reactant: [CH3:1][C:2]1([C:21]([O:23][C:24]([CH3:27])([CH3:26])[CH3:25])=[O:22])[C:10]2[C:5](=[CH:6][CH:7]=[CH:8][CH:9]=2)[CH2:4][N:3]1C(OCC1C=CC=CC=1)=O. Product: [CH3:1][C:2]1([C:21]([O:23][C:24]([CH3:27])([CH3:26])[CH3:25])=[O:22])[C:10]2[C:5](=[CH:6][CH:7]=[CH:8][CH:9]=2)[CH2:4][NH:3]1. The catalyst class is: 19. (4) Reactant: [OH-].[Na+].CO.C([O:7][C:8]([C:10]1[C:14]([C:15]2[CH:20]=[CH:19][CH:18]=[C:17]([O:21][CH3:22])[CH:16]=2)=[CH:13][S:12][C:11]=1[N:23]1[C:31](=[O:32])[C:30]2[C:25](=[CH:26][CH:27]=[CH:28][CH:29]=2)[C:24]1=[O:33])=[O:9])C.Cl. Product: [O:32]=[C:31]1[C:30]2[C:25](=[CH:26][CH:27]=[CH:28][CH:29]=2)[C:24](=[O:33])[N:23]1[C:11]1[S:12][CH:13]=[C:14]([C:15]2[CH:20]=[CH:19][CH:18]=[C:17]([O:21][CH3:22])[CH:16]=2)[C:10]=1[C:8]([OH:9])=[O:7]. The catalyst class is: 6. (5) Reactant: [CH2:1]([C@@H:3]1[NH:9][CH2:8][C:7]2[CH:10]=[CH:11][C:12]([C:14]([O:16][CH3:17])=[O:15])=[CH:13][C:6]=2[O:5][CH2:4]1)[CH3:2].C=O.[BH-](OC(C)=O)(OC(C)=O)O[C:22](C)=O.[Na+]. Product: [CH2:1]([C@@H:3]1[N:9]([CH3:22])[CH2:8][C:7]2[CH:10]=[CH:11][C:12]([C:14]([O:16][CH3:17])=[O:15])=[CH:13][C:6]=2[O:5][CH2:4]1)[CH3:2]. The catalyst class is: 15. (6) Product: [Cl:13][C:14]1[CH:15]=[CH:16][C:17]([C:20]2[N:21]([CH2:26][CH3:27])[C:22]([C:8](=[O:11])[CH2:9][CH3:10])=[CH:23][C:24]=2[CH3:25])=[CH:18][CH:19]=1. The catalyst class is: 325. Reactant: P(Cl)(Cl)(Cl)=O.CN(C)[C:8](=[O:11])[CH2:9][CH3:10].[Cl:13][C:14]1[CH:19]=[CH:18][C:17]([C:20]2[N:21]([CH2:26][CH3:27])[CH:22]=[CH:23][C:24]=2[CH3:25])=[CH:16][CH:15]=1.O.O.O.C([O-])(=O)C.[Na+]. (7) Product: [F:13][C:14]([F:25])([F:24])[C:15]([C:8]1[C:7]2[C:11](=[CH:12][C:4]([N+:1]([O-:3])=[O:2])=[CH:5][CH:6]=2)[NH:10][CH:9]=1)=[O:16]. The catalyst class is: 7. Reactant: [N+:1]([C:4]1[CH:12]=[C:11]2[C:7]([CH:8]=[CH:9][NH:10]2)=[CH:6][CH:5]=1)([O-:3])=[O:2].[F:13][C:14]([F:25])([F:24])[C:15](O[C:15](=[O:16])[C:14]([F:25])([F:24])[F:13])=[O:16].O.